Dataset: Full USPTO retrosynthesis dataset with 1.9M reactions from patents (1976-2016). Task: Predict the reactants needed to synthesize the given product. (1) Given the product [F:16][C:17]1[CH:18]=[C:19]([S:23]([NH:1][C:2]2[CH:3]=[C:4]3[C:8](=[CH:9][CH:10]=2)[NH:7][N:6]=[CH:5]3)(=[O:25])=[O:24])[CH:20]=[CH:21][CH:22]=1, predict the reactants needed to synthesize it. The reactants are: [NH2:1][C:2]1[CH:3]=[C:4]2[C:8](=[CH:9][CH:10]=1)[NH:7][N:6]=[CH:5]2.O1CCCC1.[F:16][C:17]1[CH:18]=[C:19]([S:23](Cl)(=[O:25])=[O:24])[CH:20]=[CH:21][CH:22]=1. (2) Given the product [Br:10][C:11]1[CH:12]=[CH:13][C:14]2[N:15]([CH:17]=[C:18]([C:20]([NH:5][C:4]3[CH:6]=[CH:7][C:8]([Cl:9])=[C:2]([Cl:1])[CH:3]=3)=[O:21])[N:19]=2)[CH:16]=1, predict the reactants needed to synthesize it. The reactants are: [Cl:1][C:2]1[CH:3]=[C:4]([CH:6]=[CH:7][C:8]=1[Cl:9])[NH2:5].[Br:10][C:11]1[CH:12]=[CH:13][C:14]2[N:15]([CH:17]=[C:18]([C:20](OCC)=[O:21])[N:19]=2)[CH:16]=1. (3) Given the product [CH2:13]([N:7]1[C:6]2[CH:15]=[CH:16][C:3]([N:2]3[CH:27]=[C:28]([C:29]([O:31][CH2:32][CH3:33])=[O:30])[C:34](=[O:41])[NH:35][C:36]3=[O:37])=[CH:4][C:5]=2[N:9]([CH2:10][CH3:11])[C:8]1=[O:12])[CH3:14], predict the reactants needed to synthesize it. The reactants are: Cl.[NH2:2][C:3]1[CH:16]=[CH:15][C:6]2[N:7]([CH2:13][CH3:14])[C:8](=[O:12])[N:9]([CH2:10][CH3:11])[C:5]=2[CH:4]=1.C(N(CC)CC)C.C(O[CH:27]=[C:28]([C:34](=[O:41])[NH:35][C:36](OCC)=[O:37])[C:29]([O:31][CH2:32][CH3:33])=[O:30])C.CC(C)([O-])C.[K+].Cl.